From a dataset of hERG Central: cardiac toxicity at 1µM, 10µM, and general inhibition. Predict hERG channel inhibition at various concentrations. (1) Results: hERG_inhib (hERG inhibition (general)): blocker. The drug is Cl.N=c1n(Cc2ccc(Cl)cc2)c2ccccc2n1CC(O)COc1ccccc1. (2) The compound is CC1CC(C)CN(Cc2nc(N)nc(Nc3ccccc3)n2)C1. Results: hERG_inhib (hERG inhibition (general)): blocker. (3) The molecule is Cc1cccn2c(CN3CCCC(c4ccccc4)C3)c(C(=O)N3CCOCC3)nc12. Results: hERG_inhib (hERG inhibition (general)): blocker. (4) The compound is COc1cccc(C(=O)C2CCCN(Cc3cn(C)nc3-c3ccccc3)C2)c1. Results: hERG_inhib (hERG inhibition (general)): blocker. (5) The drug is COCCNC(=O)CCC1CCN(Cc2ccc(-c3ccccc3)cc2)CC1. Results: hERG_inhib (hERG inhibition (general)): blocker.